This data is from Full USPTO retrosynthesis dataset with 1.9M reactions from patents (1976-2016). The task is: Predict the reactants needed to synthesize the given product. Given the product [C:1]12([C:11]3[CH:12]=[C:13]([C:25]4[N:30]=[C:29]([CH:39]5[S:33][C:34]([N:40]6[CH2:45][CH2:44][O:43][CH2:42][CH2:41]6)=[N:36][C:37]5=[O:38])[CH:28]=[CH:27][CH:26]=4)[CH:14]=[CH:15][C:16]=3[O:17][Si:18]([C:21]([CH3:22])([CH3:23])[CH3:24])([CH3:20])[CH3:19])[CH2:10][CH:5]3[CH2:6][CH:7]([CH2:9][CH:3]([CH2:4]3)[CH2:2]1)[CH2:8]2, predict the reactants needed to synthesize it. The reactants are: [C:1]12([C:11]3[CH:12]=[C:13]([C:25]4[N:30]=[C:29](C=O)[CH:28]=[CH:27][CH:26]=4)[CH:14]=[CH:15][C:16]=3[O:17][Si:18]([C:21]([CH3:24])([CH3:23])[CH3:22])([CH3:20])[CH3:19])[CH2:10][CH:5]3[CH2:6][CH:7]([CH2:9][CH:3]([CH2:4]3)[CH2:2]1)[CH2:8]2.[S:33]1[CH2:39][C:37](=[O:38])[NH:36][C:34]1=S.[NH:40]1[CH2:45][CH2:44][O:43][CH2:42][CH2:41]1.